From a dataset of Catalyst prediction with 721,799 reactions and 888 catalyst types from USPTO. Predict which catalyst facilitates the given reaction. (1) Reactant: [CH3:1][N:2]1[CH:6]=[CH:5][N:4]=[C:3]1[CH2:7][N:8]([CH2:17][CH2:18][C:19]1[CH:24]=[CH:23][C:22]([S:25](=[O:28])(=[O:27])[NH2:26])=[CH:21][CH:20]=1)[CH2:9][C:10]([O:12]C(C)(C)C)=[O:11]. Product: [CH3:1][N:2]1[CH:6]=[CH:5][N:4]=[C:3]1[CH2:7][N:8]([CH2:17][CH2:18][C:19]1[CH:24]=[CH:23][C:22]([S:25](=[O:27])(=[O:28])[NH2:26])=[CH:21][CH:20]=1)[CH2:9][C:10]([OH:12])=[O:11]. The catalyst class is: 157. (2) Reactant: C(O[C:6](=[O:18])[CH2:7][C:8]([C:10]1[CH:15]=[CH:14][N:13]=[C:12]([S:16][CH3:17])[N:11]=1)=O)(C)(C)C.Cl.Cl.[NH:21]1[CH2:25][CH2:24][CH2:23][NH:22]1.C(N(CC)CC)C. Product: [CH3:17][S:16][C:12]1[N:11]=[C:10]([C:8]2[N:22]3[CH2:23][CH2:24][CH2:25][N:21]3[C:6](=[O:18])[CH:7]=2)[CH:15]=[CH:14][N:13]=1. The catalyst class is: 11.